Dataset: Full USPTO retrosynthesis dataset with 1.9M reactions from patents (1976-2016). Task: Predict the reactants needed to synthesize the given product. (1) Given the product [C:58]([O:57][C:55](=[O:56])[N:13]([C@H:10]([CH2:11][OH:12])[C@@H:9]([O:8][CH2:1][C:2]1[CH:7]=[CH:6][CH:5]=[CH:4][CH:3]=1)[C@@H:22]([N:32]([CH2:33][C:34]1[CH:35]=[CH:36][CH:37]=[CH:38][CH:39]=1)[CH2:40][C:41]1[CH:42]=[CH:43][CH:44]=[CH:45][CH:46]=1)[CH2:23][C:24]1[CH:29]=[C:28]([F:30])[CH:27]=[C:26]([F:31])[CH:25]=1)[CH2:14][C@@H:15]([OH:21])[CH2:16][CH2:17][CH:18]([CH3:19])[CH3:20])([CH3:61])([CH3:60])[CH3:59], predict the reactants needed to synthesize it. The reactants are: [CH2:1]([O:8][C@@H:9]([C@@H:22]([N:32]([CH2:40][C:41]1[CH:46]=[CH:45][CH:44]=[CH:43][CH:42]=1)[CH2:33][C:34]1[CH:39]=[CH:38][CH:37]=[CH:36][CH:35]=1)[CH2:23][C:24]1[CH:29]=[C:28]([F:30])[CH:27]=[C:26]([F:31])[CH:25]=1)[C@H:10]([NH:13][CH2:14][C@@H:15]([OH:21])[CH2:16][CH2:17][CH:18]([CH3:20])[CH3:19])[CH2:11][OH:12])[C:2]1[CH:7]=[CH:6][CH:5]=[CH:4][CH:3]=1.C(=O)([O-])[O-].[Na+].[Na+].NO.[C:55](O[C:55]([O:57][C:58]([CH3:61])([CH3:60])[CH3:59])=[O:56])([O:57][C:58]([CH3:61])([CH3:60])[CH3:59])=[O:56]. (2) The reactants are: C(O[C:6]([N:8](C)[CH:9]1[CH2:13][CH2:12][N:11]([CH2:14][CH2:15][N:16]([CH3:46])[C@@H:17]2[CH2:24][N:23]3[C:25]4[CH:26]=[C:27]([C:38]([O:40][CH3:41])=[O:39])[CH:28]=[CH:29][C:30]=4[C:31]([CH:32]4[CH2:37][CH2:36][CH2:35][CH2:34][CH2:33]4)=[C:22]3[C:21]3[CH:42]=[CH:43][CH:44]=[CH:45][C:20]=3[O:19][CH2:18]2)[CH2:10]1)=O)(C)(C)C.C(O)(C(F)(F)F)=O. Given the product [CH:32]1([C:31]2[C:30]3[CH:29]=[CH:28][C:27]([C:38]([O:40][CH3:41])=[O:39])=[CH:26][C:25]=3[N:23]3[C:22]=2[C:21]2[CH:42]=[CH:43][CH:44]=[CH:45][C:20]=2[O:19][CH2:18][C@H:17]([N:16]([CH3:46])[CH2:15][CH2:14][N:11]2[CH2:12][CH2:13][CH:9]([NH:8][CH3:6])[CH2:10]2)[CH2:24]3)[CH2:37][CH2:36][CH2:35][CH2:34][CH2:33]1, predict the reactants needed to synthesize it. (3) Given the product [Cl:2][C:3]1[CH:11]=[C:10]2[C:6]([C:7]([CH2:21][CH:22]([CH3:24])[CH3:23])=[CH:8][N:9]2[C:12]2[S:13][CH:14]=[C:15]([C:17](=[NH:25])[NH2:20])[N:16]=2)=[CH:5][CH:4]=1, predict the reactants needed to synthesize it. The reactants are: Cl.[Cl:2][C:3]1[CH:11]=[C:10]2[C:6]([C:7]([CH2:21][CH:22]([CH3:24])[CH3:23])=[CH:8][N:9]2[C:12]2[S:13][CH:14]=[C:15]([C:17](=[NH:20])OC)[N:16]=2)=[CH:5][CH:4]=1.[NH3:25].